Dataset: Forward reaction prediction with 1.9M reactions from USPTO patents (1976-2016). Task: Predict the product of the given reaction. (1) Given the reactants C(Cl)(=O)C(Cl)=O.CS(C)=O.[OH:11][CH:12]([C:14]1[O:15][C:16]2[CH:22]=[CH:21][CH:20]=[C:19]([O:23][CH3:24])[C:17]=2[N:18]=1)[CH3:13].C(N(CC)CC)C, predict the reaction product. The product is: [C:12]([C:14]1[O:15][C:16]2[CH:22]=[CH:21][CH:20]=[C:19]([O:23][CH3:24])[C:17]=2[N:18]=1)(=[O:11])[CH3:13]. (2) Given the reactants [CH2:1](Br)[C:2]1[CH:7]=[CH:6][CH:5]=[CH:4][CH:3]=1.C(=O)([O-])[O-].[K+].[K+].[OH:15][C:16]1[CH:23]=[CH:22][C:19]([C:20]#[N:21])=[CH:18][C:17]=1[N+:24]([O-])=O.[Cl-].[NH4+], predict the reaction product. The product is: [NH2:24][C:17]1[CH:18]=[C:19]([CH:22]=[CH:23][C:16]=1[O:15][CH2:1][C:2]1[CH:7]=[CH:6][CH:5]=[CH:4][CH:3]=1)[C:20]#[N:21]. (3) Given the reactants Br[CH:2]([CH2:7][CH2:8][CH2:9]Br)[C:3]([O:5][CH3:6])=[O:4].[OH:11][C:12]1[CH:13]=[C:14]([CH:19]=[CH:20][CH:21]=1)[C:15]([O:17][CH3:18])=[O:16].C([O-])([O-])=O.[K+].[K+].[C:28]([O-:31])(=[S:30])[CH3:29].[K+], predict the reaction product. The product is: [C:28]([S:30][CH2:9][CH2:8][CH2:7][CH:2]([C:3]([O:5][CH3:6])=[O:4])[O:11][C:12]1[CH:13]=[C:14]([CH:19]=[CH:20][CH:21]=1)[C:15]([O:17][CH3:18])=[O:16])(=[O:31])[CH3:29]. (4) Given the reactants [F:1][C:2]([F:21])([F:20])[C:3]([C:7]1[CH:8]=[C:9]2[C:14](=[CH:15][CH:16]=1)[CH:13]=[C:12]([C:17]([OH:19])=O)[CH:11]=[CH:10]2)([O:5][CH3:6])[CH3:4].CN(C(ON1N=NC2C=CC=CC1=2)=[N+](C)C)C.F[P-](F)(F)(F)(F)F.C(N(CC)CC)C.Cl.[NH2:54][C@@H:55]([C:57]1[C:62]([F:63])=[CH:61][C:60]([NH:64][S:65]([CH3:68])(=[O:67])=[O:66])=[C:59]([CH3:69])[CH:58]=1)[CH3:56], predict the reaction product. The product is: [F:63][C:62]1[CH:61]=[C:60]([NH:64][S:65]([CH3:68])(=[O:67])=[O:66])[C:59]([CH3:69])=[CH:58][C:57]=1[C@H:55]([NH:54][C:17]([C:12]1[CH:11]=[CH:10][C:9]2[C:14](=[CH:15][CH:16]=[C:7]([C:3]([O:5][CH3:6])([CH3:4])[C:2]([F:21])([F:1])[F:20])[CH:8]=2)[CH:13]=1)=[O:19])[CH3:56]. (5) The product is: [NH3:15].[Cl:48][C:44]1[CH:43]=[C:42]([C:39]2[N:38]=[C:37]([CH:17]3[CH2:16][NH:15][CH2:20][CH2:19][N:18]3[C:21]3[N:25]([CH3:26])[C:24]([C:27]4[CH:32]=[CH:31][C:30]([O:33][CH:34]([F:36])[F:35])=[CH:29][CH:28]=4)=[N:23][N:22]=3)[O:41][N:40]=2)[CH:47]=[CH:46][CH:45]=1. Given the reactants FC(F)(F)C(O)=O.C(OC([N:15]1[CH2:20][CH2:19][N:18]([C:21]2[N:25]([CH3:26])[C:24]([C:27]3[CH:32]=[CH:31][C:30]([O:33][CH:34]([F:36])[F:35])=[CH:29][CH:28]=3)=[N:23][N:22]=2)[CH:17]([C:37]2[O:41][N:40]=[C:39]([C:42]3[CH:47]=[CH:46][CH:45]=[C:44]([Cl:48])[CH:43]=3)[N:38]=2)[CH2:16]1)=O)(C)(C)C, predict the reaction product. (6) Given the reactants Br[C:2]1[CH:7]=[CH:6][C:5]([C:8]2([C:12]([N:14]3[CH2:18][CH2:17][C:16]4([C:26]5[CH:25]=[CH:24][N:23]=[CH:22][C:21]=5[C:20](=[O:27])[O:19]4)[CH2:15]3)=[O:13])[CH2:11][CH2:10][CH2:9]2)=[CH:4][CH:3]=1.[NH:28]1[C:32]2[CH:33]=[CH:34][CH:35]=[CH:36][C:31]=2N=C1.C1(C)C=CC=CC=1.[CH3:44][N:45](C)C=O.CN[C@H]1CCCC[C@@H]1NC.C(=O)([O-])[O-].[K+].[K+], predict the reaction product. The product is: [N:28]1([C:2]2[CH:7]=[CH:6][C:5]([C:8]3([C:12]([N:14]4[CH2:18][CH2:17][C@@:16]5([C:26]6[CH:25]=[CH:24][N:23]=[CH:22][C:21]=6[C:20](=[O:27])[O:19]5)[CH2:15]4)=[O:13])[CH2:11][CH2:10][CH2:9]3)=[CH:4][CH:3]=2)[C:32]2[C:31](=[CH:36][CH:35]=[CH:34][CH:33]=2)[CH:44]=[N:45]1. (7) Given the reactants [CH2:1]([O:3][C:4]([N:6]1[CH2:11][CH2:10][N:9]([CH2:12][C:13]#[CH:14])[CH2:8][CH2:7]1)=[O:5])[CH3:2].I[C:16]1[CH:21]=[CH:20][CH:19]=[C:18]([CH3:22])[CH:17]=1.O, predict the reaction product. The product is: [CH2:1]([O:3][C:4]([N:6]1[CH2:7][CH2:8][N:9]([CH2:12][C:13]#[C:14][C:16]2[CH:17]=[C:18]([CH3:22])[CH:19]=[CH:20][CH:21]=2)[CH2:10][CH2:11]1)=[O:5])[CH3:2]. (8) Given the reactants [ClH:1].[NH2:2][CH2:3][C:4]1([OH:18])[CH2:9][CH2:8][CH:7]([CH2:10][O:11][C:12]2[CH:17]=[CH:16][CH:15]=[CH:14][CH:13]=2)[CH2:6][CH2:5]1, predict the reaction product. The product is: [ClH:1].[NH2:2][CH2:3][C:4]1([OH:18])[CH2:9][CH2:8][CH:7]([CH2:10][O:11][C:12]2[CH:17]=[CH:16][CH:15]=[CH:14][CH:13]=2)[CH2:6][CH2:5]1. (9) Given the reactants F[C:2]1C=C2C(C(C3C=C4C(C=NN4CC4CCN(C(=O)C)CC4)=CC=3)=CN2S(C2C=CC=CC=2)(=O)=O)=CC=1.[F:39][C:40]1[CH:48]=[C:47]2[C:43]([C:44]([C:58]3[CH:66]=[CH:65][C:64]4[C:60](=[CH:61][N:62]([CH:67]5[CH2:72][CH2:71][N:70]([C:73](OC(C)(C)C)=[O:74])[CH2:69][CH2:68]5)[N:63]=4)[CH:59]=3)=[CH:45][N:46]2S(C2C=CC=CC=2)(=O)=O)=[CH:42][CH:41]=1, predict the reaction product. The product is: [F:39][C:40]1[CH:48]=[C:47]2[C:43]([C:44]([C:58]3[CH:66]=[CH:65][C:64]4[C:60](=[CH:61][N:62]([CH:67]5[CH2:68][CH2:69][N:70]([C:73](=[O:74])[CH3:2])[CH2:71][CH2:72]5)[N:63]=4)[CH:59]=3)=[CH:45][NH:46]2)=[CH:42][CH:41]=1.